From a dataset of Full USPTO retrosynthesis dataset with 1.9M reactions from patents (1976-2016). Predict the reactants needed to synthesize the given product. (1) Given the product [O:21]=[C:18]1[CH2:17][CH2:16][C:15]([NH:14][C:12]([C:3]2[C:2]([NH:1][C:36]([NH:35][C:28]3[C:27]([CH3:26])=[CH:32][C:31]([CH3:33])=[CH:30][C:29]=3[CH3:34])=[O:37])=[CH:11][C:10]3[C:5](=[CH:6][CH:7]=[CH:8][CH:9]=3)[CH:4]=2)=[O:13])([C:22]([O:24][CH3:25])=[O:23])[CH2:20][CH2:19]1, predict the reactants needed to synthesize it. The reactants are: [NH2:1][C:2]1[C:3]([C:12]([NH:14][C:15]2([C:22]([O:24][CH3:25])=[O:23])[CH2:20][CH2:19][C:18](=[O:21])[CH2:17][CH2:16]2)=[O:13])=[CH:4][C:5]2[C:10]([CH:11]=1)=[CH:9][CH:8]=[CH:7][CH:6]=2.[CH3:26][C:27]1[CH:32]=[C:31]([CH3:33])[CH:30]=[C:29]([CH3:34])[C:28]=1[N:35]=[C:36]=[O:37]. (2) Given the product [CH2:1]([N:8]1[CH2:9][C:10]2[C:11](=[N:12][C:13]([S:16][CH3:17])=[N:14][CH:15]=2)[N:18]([CH:19]2[CH2:23][CH2:22][CH2:21][CH2:20]2)[C:32]1=[O:34])[C:2]1[CH:3]=[CH:4][CH:5]=[CH:6][CH:7]=1, predict the reactants needed to synthesize it. The reactants are: [CH2:1]([NH:8][CH2:9][C:10]1[C:11]([NH:18][CH:19]2[CH2:23][CH2:22][CH2:21][CH2:20]2)=[N:12][C:13]([S:16][CH3:17])=[N:14][CH:15]=1)[C:2]1[CH:7]=[CH:6][CH:5]=[CH:4][CH:3]=1.C(N(CC)CC)C.Cl[C:32](Cl)([O:34]C(=O)OC(Cl)(Cl)Cl)Cl. (3) Given the product [CH2:19]([N:21]([S:22]([C:25]1[CH:30]=[CH:29][C:28]([F:31])=[CH:27][CH:26]=1)(=[O:24])=[O:23])[CH2:32][C:33]([NH:37][CH2:36][CH:11]1[CH2:12][CH2:13][CH2:14][N:9]([C:6]2[CH:5]=[CH:4][C:3]([C:2]([F:1])([F:17])[F:18])=[CH:8][CH:7]=2)[CH2:10]1)=[O:35])[CH3:20], predict the reactants needed to synthesize it. The reactants are: [F:1][C:2]([F:18])([F:17])[C:3]1[CH:8]=[CH:7][C:6]([N:9]2[CH2:14][CH2:13][CH2:12][CH:11](NC)[CH2:10]2)=[CH:5][CH:4]=1.[CH2:19]([N:21]([CH2:32][C:33]([OH:35])=O)[S:22]([C:25]1[CH:30]=[CH:29][C:28]([F:31])=[CH:27][CH:26]=1)(=[O:24])=[O:23])[CH3:20].[CH3:36][N:37](C(ON1N=NC2C=CC=NC1=2)=[N+](C)C)C.F[P-](F)(F)(F)(F)F.C(N(CC)C(C)C)(C)C.OS([O-])(=O)=O.[K+]. (4) Given the product [NH2:19][C:15]1([CH2:14][NH:13][C:10]2[C:9]3[C:4](=[CH:5][CH:6]=[CH:7][CH:8]=3)[N:3]=[C:2]([Cl:1])[N:11]=2)[CH2:18][O:17][CH2:16]1, predict the reactants needed to synthesize it. The reactants are: [Cl:1][C:2]1[N:11]=[C:10](Cl)[C:9]2[C:4](=[CH:5][CH:6]=[CH:7][CH:8]=2)[N:3]=1.[NH2:13][CH2:14][C:15]1([NH2:19])[CH2:18][O:17][CH2:16]1.C(N(CC)CC)C. (5) Given the product [CH:43]12[N:46]([CH2:47][CH2:48][O:39][C:38]3[CH:37]=[CH:36][C:4]([CH2:5][N:7]([CH:33]([CH3:35])[CH3:34])[C:8]4[CH:13]=[C:12]([O:14][CH3:15])[CH:11]=[CH:10][C:9]=4[C@@H:16]4[CH2:25][CH2:24][C:23]5[CH:22]=[C:21]([OH:26])[CH:20]=[CH:19][C:18]=5[CH2:17]4)=[CH:3][C:2]=3[F:1])[CH:40]([CH2:45][CH2:44]1)[CH2:41][CH2:42]2, predict the reactants needed to synthesize it. The reactants are: [F:1][C:2]1[CH:3]=[C:4]([CH:36]=[CH:37][C:38]=1[OH:39])[C:5]([N:7]([CH:33]([CH3:35])[CH3:34])[C:8]1[CH:13]=[C:12]([O:14][CH3:15])[CH:11]=[CH:10][C:9]=1[C@@H:16]1[CH2:25][CH2:24][C:23]2[CH:22]=[C:21]([O:26]C(=O)C(C)(C)C)[CH:20]=[CH:19][C:18]=2[CH2:17]1)=O.[CH:40]12[N:46]([C:47](=O)[CH2:48]Br)[CH:43]([CH2:44][CH2:45]1)[CH2:42][CH2:41]2. (6) Given the product [N-:17]=[C:13]=[S:19].[C:1]1([CH2:7][CH2:8][CH2:9][S:10][C:11]2[CH:16]=[CH:15][CH:14]=[CH:13][CH:12]=2)[CH:2]=[CH:3][CH:4]=[CH:5][CH:6]=1, predict the reactants needed to synthesize it. The reactants are: [C:1]1([CH2:7][CH2:8][CH2:9][S:10][C:11]2[CH:12]=[C:13]([NH2:17])[CH:14]=[CH:15][CH:16]=2)[CH:6]=[CH:5][CH:4]=[CH:3][CH:2]=1.C(Cl)(Cl)=[S:19]. (7) Given the product [NH:3]1[C:4]2[CH:9]=[CH:8][CH:7]=[CH:6][C:5]=2[N:1]=[C:2]1[S:10][C:11]1[O:15][C:14](/[CH:16]=[C:24]2/[C:25](=[O:26])[N:21]([CH:18]([CH3:20])[CH3:19])[C:22](=[O:27])[S:23]/2)=[CH:13][CH:12]=1, predict the reactants needed to synthesize it. The reactants are: [NH:1]1[C:5]2[CH:6]=[CH:7][CH:8]=[CH:9][C:4]=2[N:3]=[C:2]1[S:10][C:11]1[O:15][C:14]([CH:16]=O)=[CH:13][CH:12]=1.[CH:18]([N:21]1[C:25](=[O:26])[CH2:24][S:23][C:22]1=[O:27])([CH3:20])[CH3:19].N1CCCCC1.